From a dataset of Full USPTO retrosynthesis dataset with 1.9M reactions from patents (1976-2016). Predict the reactants needed to synthesize the given product. (1) Given the product [CH:1]12[CH2:6][CH:5]1[CH2:4][N:3]([C:7]1[N:12]=[C:11]([NH:13][CH2:14][C:15]3[CH:20]=[CH:19][C:18]([O:21][CH3:22])=[C:17]([Cl:23])[CH:16]=3)[C:10]([C:24]([NH:34][CH2:33][C:28]3[CH:29]=[CH:30][CH:31]=[CH:32][N:27]=3)=[O:26])=[CH:9][N:8]=1)[CH2:2]2, predict the reactants needed to synthesize it. The reactants are: [CH:1]12[CH2:6][CH:5]1[CH2:4][N:3]([C:7]1[N:12]=[C:11]([NH:13][CH2:14][C:15]3[CH:20]=[CH:19][C:18]([O:21][CH3:22])=[C:17]([Cl:23])[CH:16]=3)[C:10]([C:24]([OH:26])=O)=[CH:9][N:8]=1)[CH2:2]2.[N:27]1[CH:32]=[CH:31][CH:30]=[CH:29][C:28]=1[CH2:33][NH2:34].C(N(CC)CC)C.CN(C(ON1N=NC2C=CC=NC1=2)=[N+](C)C)C.F[P-](F)(F)(F)(F)F. (2) Given the product [Cl:37][C:34]1[CH:35]=[CH:36][C:31](/[CH:30]=[CH:29]/[C:26]2[O:27][CH:28]=[C:24]([CH2:23][O:21][C:18]3[CH:17]=[CH:16][C:15]([CH2:14][CH2:13][CH2:12][CH2:11][N:7]4[CH:8]=[CH:9][N:10]=[C:6]4[CH2:5][CH2:4][OH:3])=[CH:20][CH:19]=3)[N:25]=2)=[CH:32][CH:33]=1, predict the reactants needed to synthesize it. The reactants are: [H-].[Na+].[OH:3][CH2:4][CH2:5][C:6]1[N:7]([CH2:11][CH2:12][CH2:13][CH2:14][C:15]2[CH:20]=[CH:19][C:18]([OH:21])=[CH:17][CH:16]=2)[CH:8]=[CH:9][N:10]=1.Cl[CH2:23][C:24]1[N:25]=[C:26](/[CH:29]=[CH:30]/[C:31]2[CH:36]=[CH:35][C:34]([Cl:37])=[CH:33][CH:32]=2)[O:27][CH:28]=1.O.